This data is from Catalyst prediction with 721,799 reactions and 888 catalyst types from USPTO. The task is: Predict which catalyst facilitates the given reaction. (1) Reactant: [O:1]1[CH2:6][CH2:5][CH:4]([C:7]([OH:9])=[O:8])[CH2:3][CH2:2]1.O=S(Cl)Cl.[CH2:14](O)[C:15]1[CH:20]=[CH:19][CH:18]=[CH:17][CH:16]=1. Product: [O:1]1[CH2:6][CH2:5][CH:4]([C:7]([O:9][CH2:14][C:15]2[CH:20]=[CH:19][CH:18]=[CH:17][CH:16]=2)=[O:8])[CH2:3][CH2:2]1. The catalyst class is: 7. (2) Reactant: [C:1]([NH:6][C:7]1[CH:8]=[C:9]([CH:14]=[CH:15][C:16]=1[O:17][CH3:18])[C:10]([O:12]C)=[O:11])(=[O:5])[CH:2]([CH3:4])[CH3:3].[Li+].[OH-]. Product: [C:1]([NH:6][C:7]1[CH:8]=[C:9]([CH:14]=[CH:15][C:16]=1[O:17][CH3:18])[C:10]([OH:12])=[O:11])(=[O:5])[CH:2]([CH3:4])[CH3:3]. The catalyst class is: 6. (3) Reactant: [CH3:1][CH:2]1[C:8]2=[C:9]3[C:13](=[CH:14][CH:15]=[C:7]2[O:6][CH2:5][CH2:4][N:3]1[C:16]([O:18][C:19]([CH3:22])([CH3:21])[CH3:20])=[O:17])[NH:12][CH:11]=[CH:10]3.[H-].[Na+].[CH3:25][O:26][C:27]1[CH:32]=[CH:31][C:30]([CH3:33])=[CH:29][C:28]=1[S:34](Cl)(=[O:36])=[O:35]. Product: [CH3:25][O:26][C:27]1[CH:32]=[CH:31][C:30]([CH3:33])=[CH:29][C:28]=1[S:34]([N:12]1[C:13]2[C:9](=[C:8]3[CH:2]([CH3:1])[N:3]([C:16]([O:18][C:19]([CH3:21])([CH3:20])[CH3:22])=[O:17])[CH2:4][CH2:5][O:6][C:7]3=[CH:15][CH:14]=2)[CH:10]=[CH:11]1)(=[O:35])=[O:36]. The catalyst class is: 3. (4) Reactant: Cl[C:2]1[N:7]=[CH:6][N:5]=[C:4]([NH:8][C:9]2[CH:14]=[CH:13][C:12]([O:15][C:16]3[CH:21]=[CH:20][CH:19]=[CH:18][CH:17]=3)=[CH:11][CH:10]=2)[CH:3]=1.[CH2:22]([CH2:24][NH2:25])[OH:23].CCN(C(C)C)C(C)C. Product: [O:15]([C:12]1[CH:13]=[CH:14][C:9]([NH:8][C:4]2[N:5]=[CH:6][N:7]=[C:2]([NH:25][CH2:24][CH2:22][OH:23])[CH:3]=2)=[CH:10][CH:11]=1)[C:16]1[CH:21]=[CH:20][CH:19]=[CH:18][CH:17]=1. The catalyst class is: 114. (5) Reactant: Cl.[Br:2][C:3]1[CH:10]=[CH:9][CH:8]=[CH:7][C:4]=1[CH2:5][NH2:6].C(N(CC)CC)C.[N:18]1[C:27]2[C:22](=[CH:23][N:24]=[CH:25][CH:26]=2)[CH:21]=[CH:20][C:19]=1[C:28](O)=[O:29].O.ON1C2C=CC=CC=2N=N1.Cl.CN(C)CCCN=C=NCC. Product: [Br:2][C:3]1[CH:10]=[CH:9][CH:8]=[CH:7][C:4]=1[CH2:5][NH:6][C:28]([C:19]1[CH:20]=[CH:21][C:22]2[C:27](=[CH:26][CH:25]=[N:24][CH:23]=2)[N:18]=1)=[O:29]. The catalyst class is: 31.